Task: Predict which catalyst facilitates the given reaction.. Dataset: Catalyst prediction with 721,799 reactions and 888 catalyst types from USPTO Reactant: [OH:1][C:2]1[CH:7]=[CH:6][C:5]([CH2:8][CH2:9][CH2:10][C:11](O)=[O:12])=[CH:4][CH:3]=1.CSC.B. Product: [OH:12][CH2:11][CH2:10][CH2:9][CH2:8][C:5]1[CH:4]=[CH:3][C:2]([OH:1])=[CH:7][CH:6]=1. The catalyst class is: 1.